From a dataset of Forward reaction prediction with 1.9M reactions from USPTO patents (1976-2016). Predict the product of the given reaction. Given the reactants [OH:1][C:2]1[CH:3]=[CH:4][C:5]2[O:10][C:9]([CH3:12])([CH3:11])[O:8][C:7](=[O:13])[C:6]=2[CH:14]=1.I[CH:16]([CH3:18])[CH3:17], predict the reaction product. The product is: [CH:16]([O:1][C:2]1[CH:3]=[CH:4][C:5]2[O:10][C:9]([CH3:11])([CH3:12])[O:8][C:7](=[O:13])[C:6]=2[CH:14]=1)([CH3:18])[CH3:17].